From a dataset of Full USPTO retrosynthesis dataset with 1.9M reactions from patents (1976-2016). Predict the reactants needed to synthesize the given product. The reactants are: Br[C:2]1[CH:3]=[C:4]([C:8]2[N:9]=[C:10]([CH:20]([CH3:22])[CH3:21])[NH:11][C:12]=2[C:13]2[CH:18]=[CH:17][CH:16]=[C:15]([CH3:19])[N:14]=2)[CH:5]=[CH:6][CH:7]=1.[C:23]([C:26]1[CH:31]=[CH:30][C:29](B(O)O)=[CH:28][CH:27]=1)(=[O:25])[CH3:24]. Given the product [CH:20]([C:10]1[NH:11][C:12]([C:13]2[CH:18]=[CH:17][CH:16]=[C:15]([CH3:19])[N:14]=2)=[C:8]([C:4]2[CH:3]=[C:2]([C:29]3[CH:30]=[CH:31][C:26]([C:23](=[O:25])[CH3:24])=[CH:27][CH:28]=3)[CH:7]=[CH:6][CH:5]=2)[N:9]=1)([CH3:22])[CH3:21], predict the reactants needed to synthesize it.